From a dataset of TCR-epitope binding with 47,182 pairs between 192 epitopes and 23,139 TCRs. Binary Classification. Given a T-cell receptor sequence (or CDR3 region) and an epitope sequence, predict whether binding occurs between them. The epitope is ISDYDYYRY. The TCR CDR3 sequence is CASSKLAGGLDTQYF. Result: 0 (the TCR does not bind to the epitope).